From a dataset of Catalyst prediction with 721,799 reactions and 888 catalyst types from USPTO. Predict which catalyst facilitates the given reaction. (1) Reactant: [CH3:1][N:2](C)[CH:3]=[C:4]([C:8]1[CH:13]=[CH:12][C:11]([F:14])=[CH:10][CH:9]=1)[C:5](=O)[CH3:6].C[NH:17]N. Product: [F:14][C:11]1[CH:12]=[CH:13][C:8]([C:4]2[C:5]([CH3:6])=[N:17][N:2]([CH3:1])[CH:3]=2)=[CH:9][CH:10]=1. The catalyst class is: 23. (2) Reactant: [CH3:1][O:2][C:3](=[O:22])[NH:4][C:5]1[O:6][C:7]2[C:13]([C:14]3[CH2:15][CH2:16][O:17][CH2:18][CH:19]=3)=[CH:12][CH:11]=[C:10]([O:20][CH3:21])[C:8]=2[N:9]=1. Product: [CH3:1][O:2][C:3](=[O:22])[NH:4][C:5]1[O:6][C:7]2[C:13]([CH:14]3[CH2:15][CH2:16][O:17][CH2:18][CH2:19]3)=[CH:12][CH:11]=[C:10]([O:20][CH3:21])[C:8]=2[N:9]=1. The catalyst class is: 886.